The task is: Predict the reactants needed to synthesize the given product.. This data is from Full USPTO retrosynthesis dataset with 1.9M reactions from patents (1976-2016). Given the product [Cl:6][C:7]1[CH:12]=[C:11]([Cl:13])[CH:10]=[CH:9][C:8]=1[NH:14][C:15]([NH:2][CH3:1])=[O:16], predict the reactants needed to synthesize it. The reactants are: [CH3:1][NH2:2].CCO.[Cl:6][C:7]1[CH:12]=[C:11]([Cl:13])[CH:10]=[CH:9][C:8]=1[N:14]=[C:15]=[O:16].